Dataset: Catalyst prediction with 721,799 reactions and 888 catalyst types from USPTO. Task: Predict which catalyst facilitates the given reaction. Reactant: F[C:2]1[CH:7]=[C:6]([N:8]2[CH2:13][CH2:12][N:11]([CH:14]([C:16]3[CH:21]=[CH:20][C:19]([F:22])=[CH:18][CH:17]=3)[CH3:15])[CH2:10][CH2:9]2)[N:5]=[CH:4][N:3]=1.[CH:23]1[C:32]2[C:27](=[CH:28][CH:29]=[CH:30][C:31]=2[OH:33])[CH:26]=[CH:25][N:24]=1.C(=O)([O-])[O-].[Cs+].[Cs+].CS(C)=O. Product: [F:22][C:19]1[CH:20]=[CH:21][C:16]([CH:14]([N:11]2[CH2:12][CH2:13][N:8]([C:6]3[N:5]=[CH:4][N:3]=[C:2]([O:33][C:31]4[CH:30]=[CH:29][CH:28]=[C:27]5[C:32]=4[CH:23]=[N:24][CH:25]=[CH:26]5)[CH:7]=3)[CH2:9][CH2:10]2)[CH3:15])=[CH:17][CH:18]=1. The catalyst class is: 6.